This data is from Catalyst prediction with 721,799 reactions and 888 catalyst types from USPTO. The task is: Predict which catalyst facilitates the given reaction. (1) Reactant: [I:1][C:2]1[CH:10]=[CH:9][C:5]([C:6]([OH:8])=[O:7])=[CH:4][CH:3]=1.C(N(CC)CC)C.[B-](F)(F)(F)F.CN(C(O[N:31]1[C:36](=[O:37])[CH2:35][CH2:34][C:32]1=[O:33])=[N+](C)C)C. Product: [CH2:35]1[C:36](=[O:37])[N:31]([O:7][C:6]([C:5]2[CH:9]=[CH:10][C:2]([I:1])=[CH:3][CH:4]=2)=[O:8])[C:32](=[O:33])[CH2:34]1. The catalyst class is: 3. (2) The catalyst class is: 10. Product: [Cl:14][C:15]1[N:16]=[C:17]([N:4]2[CH2:5][CH2:6][N:1]([C:7]([O:9][C:10]([CH3:13])([CH3:12])[CH3:11])=[O:8])[CH2:2][CH2:3]2)[CH:18]=[N:19][CH:20]=1. Reactant: [N:1]1([C:7]([O:9][C:10]([CH3:13])([CH3:12])[CH3:11])=[O:8])[CH2:6][CH2:5][NH:4][CH2:3][CH2:2]1.[Cl:14][C:15]1[CH:20]=[N:19][CH:18]=[C:17](Cl)[N:16]=1.C([O-])([O-])=O.[K+].[K+].CCOCC. (3) Reactant: [NH2:1][CH2:2][CH:3]([CH3:7])[CH:4]([OH:6])[CH3:5].[C:8](O[C:8]([O:10][C:11]([CH3:14])([CH3:13])[CH3:12])=[O:9])([O:10][C:11]([CH3:14])([CH3:13])[CH3:12])=[O:9]. Product: [OH:6][CH:4]([CH3:5])[CH:3]([CH3:7])[CH2:2][NH:1][C:8](=[O:9])[O:10][C:11]([CH3:14])([CH3:13])[CH3:12]. The catalyst class is: 2. (4) Reactant: [Cl:1][C:2]1[CH:25]=[CH:24][C:5]([CH2:6][NH:7][C:8]([C:10]2[C:11](=[O:23])[C:12]3[S:19][C:18]([CH2:20]Cl)=[C:17]([CH3:22])[C:13]=3[N:14]([CH3:16])[CH:15]=2)=[O:9])=[CH:4][CH:3]=1.Br.[CH3:27][NH:28][CH2:29][CH:30]([C:32]1[CH:33]=[N:34][CH:35]=[CH:36][CH:37]=1)[OH:31].C(N(C(C)C)CC)(C)C. Product: [Cl:1][C:2]1[CH:3]=[CH:4][C:5]([CH2:6][NH:7][C:8]([C:10]2[C:11](=[O:23])[C:12]3[S:19][C:18]([CH2:20][N:28]([CH2:29][CH:30]([OH:31])[C:32]4[CH:33]=[N:34][CH:35]=[CH:36][CH:37]=4)[CH3:27])=[C:17]([CH3:22])[C:13]=3[N:14]([CH3:16])[CH:15]=2)=[O:9])=[CH:24][CH:25]=1. The catalyst class is: 18. (5) Reactant: [Cl:1][C:2]1[CH:3]=[C:4]([CH:8]=[CH:9][C:10]=1[CH3:11])[C:5]([OH:7])=[O:6].C1C(=O)N([Br:19])C(=O)C1.CC(N=NC(C#N)(C)C)(C#N)C. Product: [Br:19][CH2:11][C:10]1[CH:9]=[CH:8][C:4]([C:5]([OH:7])=[O:6])=[CH:3][C:2]=1[Cl:1]. The catalyst class is: 53. (6) Reactant: [OH:1][CH2:2][CH2:3][CH2:4][CH2:5][NH:6][C:7]([C:9]1[C:10]2[CH:11]=[CH:12][C:13]([CH3:19])=[N:14][C:15]=2[CH:16]=[CH:17][CH:18]=1)=[O:8].C[N+]1([O-])CCOCC1. Product: [O:1]=[CH:2][CH2:3][CH2:4][CH2:5][NH:6][C:7]([C:9]1[C:10]2[CH:11]=[CH:12][C:13]([CH3:19])=[N:14][C:15]=2[CH:16]=[CH:17][CH:18]=1)=[O:8]. The catalyst class is: 862. (7) Reactant: [C:1]([O:5][C:6]([NH:8][C:9]1[CH:10]=[C:11]([C:16]([CH3:28])([CH3:27])[C:17]([C:19]2[CH:24]=[CH:23][CH:22]=[CH:21][C:20]=2[O:25][CH3:26])=[O:18])[CH:12]=[CH:13][C:14]=1[F:15])=[O:7])([CH3:4])([CH3:3])[CH3:2].[BH4-].[Na+]. Product: [C:1]([O:5][C:6]([NH:8][C:9]1[CH:10]=[C:11]([C:16]([CH3:28])([CH3:27])[CH:17]([C:19]2[CH:24]=[CH:23][CH:22]=[CH:21][C:20]=2[O:25][CH3:26])[OH:18])[CH:12]=[CH:13][C:14]=1[F:15])=[O:7])([CH3:3])([CH3:4])[CH3:2]. The catalyst class is: 30.